This data is from Full USPTO retrosynthesis dataset with 1.9M reactions from patents (1976-2016). The task is: Predict the reactants needed to synthesize the given product. (1) The reactants are: [F:1][CH:2]([C:5]1[CH:10]=[CH:9][CH:8]=[CH:7][CH:6]=1)[CH:3]=O.[CH3:11][C:12]([S@:15]([NH2:17])=[O:16])([CH3:14])[CH3:13]. Given the product [F:1][CH:2]([C:5]1[CH:10]=[CH:9][CH:8]=[CH:7][CH:6]=1)/[CH:3]=[N:17]/[S@@:15]([C:12]([CH3:14])([CH3:13])[CH3:11])=[O:16], predict the reactants needed to synthesize it. (2) Given the product [Br:1][C:2]1[CH:7]=[CH:6][C:5]([O:8][CH:10]2[CH2:11][CH2:12][CH2:13][CH2:14][O:9]2)=[CH:4][CH:3]=1, predict the reactants needed to synthesize it. The reactants are: [Br:1][C:2]1[CH:7]=[CH:6][C:5]([OH:8])=[CH:4][CH:3]=1.[O:9]1[CH:14]=[CH:13][CH2:12][CH2:11][CH2:10]1. (3) The reactants are: Br[C:2]1[CH:7]=[CH:6][C:5]([C:8]([F:11])([F:10])[F:9])=[CH:4][CH:3]=1.[Mg].II.[N:15]1[C:24]2[C:19](=[CH:20][CH:21]=[N:22][CH:23]=2)[CH:18]=[CH:17][CH:16]=1.Cl[C:26]([O:28][CH2:29][CH3:30])=[O:27].N#N. Given the product [F:9][C:8]([F:11])([F:10])[C:5]1[CH:6]=[CH:7][C:2]([CH:23]2[C:24]3[N:15]=[CH:16][CH:17]=[CH:18][C:19]=3[CH:20]=[CH:21][N:22]2[C:26]([O:28][CH2:29][CH3:30])=[O:27])=[CH:3][CH:4]=1, predict the reactants needed to synthesize it. (4) Given the product [Cl:1][C:2]1[C:3]([C:13]2([Cl:16])[CH2:14][CH2:15]2)=[N:4][N:5]([CH3:12])[C:6]=1[C:7]([OH:9])=[O:8], predict the reactants needed to synthesize it. The reactants are: [Cl:1][C:2]1[C:3]([C:13]2([Cl:16])[CH2:15][CH2:14]2)=[N:4][N:5]([CH3:12])[C:6]=1[C:7]([O:9]CC)=[O:8].[OH-].[Na+].Cl. (5) Given the product [ClH:18].[NH2:16][C@@H:8]([CH2:9][C:10]([CH3:14])([CH3:15])[CH2:11][CH2:12][CH3:13])[CH2:7][C:6]([OH:17])=[O:5], predict the reactants needed to synthesize it. The reactants are: C([O:5][C:6](=[O:17])[CH2:7][CH:8]([NH2:16])[CH2:9][C:10]([CH3:15])([CH3:14])[CH2:11][CH2:12][CH3:13])(C)(C)C.[ClH:18]. (6) Given the product [Cl:1][C:2]1[CH:3]=[C:4]([C:12]2[O:16][N:15]=[C:14]([C:17]3[CH:18]=[CH:19][CH:20]=[C:21]4[C:25]=3[N:24]([CH3:26])[CH:23]=[C:22]4[CH2:27][NH:28][C@H:29]([C:31]([OH:33])=[O:32])[CH3:30])[N:13]=2)[CH:5]=[CH:6][C:7]=1[O:8][CH:9]([CH3:10])[CH3:11], predict the reactants needed to synthesize it. The reactants are: [Cl:1][C:2]1[CH:3]=[C:4]([C:12]2[O:16][N:15]=[C:14]([C:17]3[CH:18]=[CH:19][CH:20]=[C:21]4[C:25]=3[N:24]([CH3:26])[CH:23]=[C:22]4[CH2:27][NH:28][C@H:29]([C:31]([O-:33])=[O:32])[CH3:30])[N:13]=2)[CH:5]=[CH:6][C:7]=1[O:8][CH:9]([CH3:11])[CH3:10].[OH-].[Na+].Cl.